Dataset: Forward reaction prediction with 1.9M reactions from USPTO patents (1976-2016). Task: Predict the product of the given reaction. Given the reactants [O:1]1[CH2:3][CH:2]1[C:4]1[CH:9]=[CH:8][C:7]([C:10]2[N:14]=[C:13]([C:15]3[O:19][N:18]=[C:17]([C:20]4[CH:25]=[CH:24][CH:23]=[CH:22][CH:21]=4)[C:16]=3[C:26]([F:29])([F:28])[F:27])[O:12][N:11]=2)=[CH:6][CH:5]=1.[NH:30]1[CH2:35][CH2:34][CH2:33][CH:32]([CH2:36][OH:37])[CH2:31]1.CS(C)=O, predict the reaction product. The product is: [OH:37][CH2:36][CH:32]1[CH2:33][CH2:34][CH2:35][N:30]([CH2:3][CH:2]([C:4]2[CH:9]=[CH:8][C:7]([C:10]3[N:14]=[C:13]([C:15]4[O:19][N:18]=[C:17]([C:20]5[CH:25]=[CH:24][CH:23]=[CH:22][CH:21]=5)[C:16]=4[C:26]([F:28])([F:27])[F:29])[O:12][N:11]=3)=[CH:6][CH:5]=2)[OH:1])[CH2:31]1.